Predict the reactants needed to synthesize the given product. From a dataset of Full USPTO retrosynthesis dataset with 1.9M reactions from patents (1976-2016). (1) Given the product [Cl:34][CH2:7][C@H:6]1[O:9][C@@H:1]([N:10]2[C:20]3[N:19]=[C:17]([NH2:18])[NH:16][C:14](=[O:15])[C:13]=3[N:12]=[CH:11]2)[C@H:2]([OH:3])[C@@H:4]1[OH:5], predict the reactants needed to synthesize it. The reactants are: [C@@H:1]1([N:10]2[C:20]3[N:19]=[C:17]([NH2:18])[NH:16][C:14](=[O:15])[C:13]=3[N:12]=[CH:11]2)[O:9][C@H:6]([CH2:7]O)[C@@H:4]([OH:5])[C@H:2]1[OH:3].CN(C)P(=O)(N(C)C)N(C)C.S(Cl)([Cl:34])=O. (2) Given the product [CH3:1][O:2][C:3]1[N:4]=[C:5]2[C:10](=[CH:11][CH:12]=1)[N:9]=[CH:8][CH:7]=[C:6]2[NH:13][C:14]([CH:16]1[CH2:21][CH2:20][CH2:19][CH:18]([CH2:22][NH:23][CH2:35][C:32]2[CH:33]=[CH:34][C:28]3[O:27][CH2:26][C:25](=[O:24])[NH:30][C:29]=3[CH:31]=2)[CH2:17]1)=[O:15], predict the reactants needed to synthesize it. The reactants are: [CH3:1][O:2][C:3]1[N:4]=[C:5]2[C:10](=[CH:11][CH:12]=1)[N:9]=[CH:8][CH:7]=[C:6]2[NH:13][C:14]([CH:16]1[CH2:21][CH2:20][CH2:19][CH:18]([CH2:22][NH2:23])[CH2:17]1)=[O:15].[O:24]=[C:25]1[NH:30][C:29]2[CH:31]=[C:32]([CH:35]=O)[CH:33]=[CH:34][C:28]=2[O:27][CH2:26]1. (3) Given the product [Cl:11][C:5]1[CH:6]=[C:7]([N+:8]([O-:10])=[O:9])[C:2]([NH:12][CH2:13][C@@H:14]2[CH2:18][CH2:17][N:16]([C:19]([O:21][C:22]([CH3:25])([CH3:24])[CH3:23])=[O:20])[CH2:15]2)=[N:3][CH:4]=1, predict the reactants needed to synthesize it. The reactants are: Cl[C:2]1[C:7]([N+:8]([O-:10])=[O:9])=[CH:6][C:5]([Cl:11])=[CH:4][N:3]=1.[NH2:12][CH2:13][C@@H:14]1[CH2:18][CH2:17][N:16]([C:19]([O:21][C:22]([CH3:25])([CH3:24])[CH3:23])=[O:20])[CH2:15]1.C(N(CC)CC)C. (4) Given the product [Cl:11][C:12]1[CH:13]=[C:14]([CH:22]=[CH:23][C:24]=1[Cl:25])[O:15][CH:16]1[CH2:21][CH2:20][N:19]([C:2]2[NH:3][C:4]3[CH:10]=[CH:9][CH:8]=[CH:7][C:5]=3[N:6]=2)[CH2:18][CH2:17]1, predict the reactants needed to synthesize it. The reactants are: Cl[C:2]1[NH:3][C:4]2[CH:10]=[CH:9][CH:8]=[CH:7][C:5]=2[N:6]=1.[Cl:11][C:12]1[CH:13]=[C:14]([CH:22]=[CH:23][C:24]=1[Cl:25])[O:15][CH:16]1[CH2:21][CH2:20][NH:19][CH2:18][CH2:17]1. (5) Given the product [OH:4][CH:5]=[CH:6][C:7]1[CH:12]=[CH:11][CH:10]=[CH:9][CH:8]=1.[CH2:13]([O:18][CH:19]=[CH:20][C:21]1[CH:22]=[CH:23][CH:24]=[CH:25][CH:26]=1)[CH2:14][CH2:15][CH2:16][CH3:17], predict the reactants needed to synthesize it. The reactants are: C([O:4][CH:5]=[CH:6][C:7]1[CH:12]=[CH:11][CH:10]=[CH:9][CH:8]=1)(=O)C.[CH2:13]([O:18][CH:19]=[CH:20][C:21]1[CH:26]=[CH:25][CH:24]=[CH:23][CH:22]=1)[CH2:14][CH2:15][CH2:16][CH3:17]. (6) The reactants are: O[CH2:2][C:3]1[N:7]([CH2:8][CH2:9][CH2:10][C:11]([F:14])([F:13])[F:12])[C:6]2[CH:15]=[CH:16][C:17]([C:19]#[N:20])=[CH:18][C:5]=2[N:4]=1.S(Cl)(Cl)=O.[CH:25]1([N:28]2[CH2:37][C:36]3[C:31](=[CH:32][CH:33]=[CH:34][CH:35]=3)[NH:30][C:29]2=[O:38])[CH2:27][CH2:26]1.[H-].[Na+]. Given the product [CH:25]1([N:28]2[CH2:37][C:36]3[C:31](=[CH:32][CH:33]=[CH:34][CH:35]=3)[N:30]([CH2:2][C:3]3[N:7]([CH2:8][CH2:9][CH2:10][C:11]([F:14])([F:13])[F:12])[C:6]4[CH:15]=[CH:16][C:17]([C:19]#[N:20])=[CH:18][C:5]=4[N:4]=3)[C:29]2=[O:38])[CH2:27][CH2:26]1, predict the reactants needed to synthesize it. (7) Given the product [Cl:25][C:24]1[CH:23]=[CH:22][C:21]([NH:26][C:27]([NH:29][C:30]2[CH:35]=[CH:34][CH:33]=[CH:32][CH:31]=2)=[O:28])=[CH:20][C:19]=1[NH:18][S:14]([C:10]1[CH:9]=[C:8]([C:5]2[CH:6]=[CH:7][C:2]([F:1])=[CH:3][CH:4]=2)[CH:13]=[CH:12][CH:11]=1)(=[O:16])=[O:15], predict the reactants needed to synthesize it. The reactants are: [F:1][C:2]1[CH:7]=[CH:6][C:5]([C:8]2[CH:13]=[CH:12][CH:11]=[C:10]([S:14](Cl)(=[O:16])=[O:15])[CH:9]=2)=[CH:4][CH:3]=1.[NH2:18][C:19]1[CH:20]=[C:21]([NH:26][C:27]([NH:29][C:30]2[CH:35]=[CH:34][CH:33]=[CH:32][CH:31]=2)=[O:28])[CH:22]=[CH:23][C:24]=1[Cl:25]. (8) Given the product [NH2:31][C:28]1[CH:27]=[CH:26][C:25]([S:22]([N:21]([C:19]2[CH:18]=[CH:17][C:8]3[N:9]([CH2:10][CH:11]4[CH2:16][CH2:15][O:14][CH2:13][CH2:12]4)[C:5]([C:2]([F:1])([F:4])[CH3:3])=[N:6][C:7]=3[CH:20]=2)[CH3:34])(=[O:23])=[O:24])=[CH:30][CH:29]=1, predict the reactants needed to synthesize it. The reactants are: [F:1][C:2]([C:5]1[N:9]([CH2:10][CH:11]2[CH2:16][CH2:15][O:14][CH2:13][CH2:12]2)[C:8]2[CH:17]=[CH:18][C:19]([N:21]([CH3:34])[S:22]([C:25]3[CH:30]=[CH:29][C:28]([N+:31]([O-])=O)=[CH:27][CH:26]=3)(=[O:24])=[O:23])=[CH:20][C:7]=2[N:6]=1)([F:4])[CH3:3]. (9) Given the product [Cl:1][C:2]1[C:11]([NH2:12])=[C:10]([NH:15][CH2:16][C:17]([F:20])([CH3:18])[CH3:19])[C:9]2[C:4](=[CH:5][CH:6]=[CH:7][CH:8]=2)[N:3]=1, predict the reactants needed to synthesize it. The reactants are: [Cl:1][C:2]1[C:11]([N+:12]([O-])=O)=[C:10]([NH:15][CH2:16][C:17]([F:20])([CH3:19])[CH3:18])[C:9]2[C:4](=[CH:5][CH:6]=[CH:7][CH:8]=2)[N:3]=1. (10) Given the product [F:20][C:17]([F:18])([F:19])[C:16]([N:11]1[CH2:12][CH:13]2[N:8]([C:30]([O:32][C:33]([CH3:34])([CH3:35])[CH3:36])=[O:31])[CH:9]([CH2:15][CH2:14]2)[CH2:10]1)=[O:21], predict the reactants needed to synthesize it. The reactants are: C([N:8]1[CH:13]2[CH2:14][CH2:15][CH:9]1[CH2:10][N:11]([C:16](=[O:21])[C:17]([F:20])([F:19])[F:18])[CH2:12]2)C1C=CC=CC=1.[C:30](O[C:30]([O:32][C:33]([CH3:36])([CH3:35])[CH3:34])=[O:31])([O:32][C:33]([CH3:36])([CH3:35])[CH3:34])=[O:31].